From a dataset of Reaction yield outcomes from USPTO patents with 853,638 reactions. Predict the reaction yield, written as a fraction of the theoretical maximum amount of product (1.0 means a 100% yield; for example, 0.34 means a 34% yield). The reactants are [Cl:1][C:2]1[CH:3]=[C:4]2[C:8](=[C:9]([N+:11]([O-:13])=[O:12])[CH:10]=1)[NH:7][C:6]([Si](C)(C)C)=[C:5]2[C:18]1[CH:23]=[CH:22][CH:21]=[CH:20][CH:19]=1.[F-].C([N+](CCCC)(CCCC)CCCC)CCC. The catalyst is O1CCCC1.O. The product is [Cl:1][C:2]1[CH:3]=[C:4]2[C:8](=[C:9]([N+:11]([O-:13])=[O:12])[CH:10]=1)[NH:7][CH:6]=[C:5]2[C:18]1[CH:23]=[CH:22][CH:21]=[CH:20][CH:19]=1. The yield is 1.00.